From a dataset of Retrosynthesis with 50K atom-mapped reactions and 10 reaction types from USPTO. Predict the reactants needed to synthesize the given product. Given the product CCOC(=O)CCC/C(=N\O)c1ccccc1, predict the reactants needed to synthesize it. The reactants are: CCOC(=O)CCCC(=O)c1ccccc1.NO.